Predict which catalyst facilitates the given reaction. From a dataset of Catalyst prediction with 721,799 reactions and 888 catalyst types from USPTO. (1) Reactant: [CH3:1][C:2]1[CH:7]=[C:6]([C:8]2[CH:13]=[CH:12][C:11]([CH2:14][NH2:15])=[CH:10][CH:9]=2)[CH:5]=[CH:4][N:3]=1.[N:16]1[CH:21]=[CH:20][CH:19]=[CH:18][C:17]=1[C:22]1[CH:30]=[CH:29][C:25]([C:26](O)=[O:27])=[CH:24][CH:23]=1.CN(C(ON1N=NC2C=CC=NC1=2)=[N+](C)C)C.F[P-](F)(F)(F)(F)F.C(N(CC)C(C)C)(C)C. Product: [CH3:1][C:2]1[CH:7]=[C:6]([C:8]2[CH:13]=[CH:12][C:11]([CH2:14][NH:15][C:26](=[O:27])[C:25]3[CH:29]=[CH:30][C:22]([C:17]4[CH:18]=[CH:19][CH:20]=[CH:21][N:16]=4)=[CH:23][CH:24]=3)=[CH:10][CH:9]=2)[CH:5]=[CH:4][N:3]=1. The catalyst class is: 3. (2) Reactant: [CH3:1][C:2]1[C:7]([CH3:8])=[C:6]([O:9][CH2:10][C:11]2[C:19]3[O:18][C:17]([CH3:20])=[CH:16][C:15]=3[CH:14]=[C:13]([C:21]#[C:22][CH2:23][S:24][CH3:25])[CH:12]=2)[CH:5]=[CH:4][C:3]=1[CH2:26][CH2:27][C:28]([O:30][CH2:31][CH3:32])=[O:29]. Product: [CH3:1][C:2]1[C:7]([CH3:8])=[C:6]([O:9][CH2:10][C:11]2[C:19]3[O:18][C:17]([CH3:20])=[CH:16][C:15]=3[CH:14]=[C:13]([CH2:21][CH2:22][CH2:23][S:24][CH3:25])[CH:12]=2)[CH:5]=[CH:4][C:3]=1[CH2:26][CH2:27][C:28]([O:30][CH2:31][CH3:32])=[O:29]. The catalyst class is: 153. (3) Reactant: O[C:2]1[C:7]([C:8]#[N:9])=[C:6]([C:10]2[CH:15]=[CH:14][CH:13]=[C:12]([N+:16]([O-:18])=[O:17])[CH:11]=2)[N:5]=[CH:4][N:3]=1.O=P(Cl)(Cl)[Cl:21]. Product: [Cl:21][C:2]1[C:7]([C:8]#[N:9])=[C:6]([C:10]2[CH:15]=[CH:14][CH:13]=[C:12]([N+:16]([O-:18])=[O:17])[CH:11]=2)[N:5]=[CH:4][N:3]=1. The catalyst class is: 12. (4) Reactant: [CH3:1][C:2]([O:5][C:6]([N:8]1[CH2:13][CH2:12][C:11]([NH:17][C:18]([O:20][CH2:21][CH:22]2[C:34]3[CH:33]=[CH:32][CH:31]=[CH:30][C:29]=3[C:28]3[C:23]2=[CH:24][CH:25]=[CH:26][CH:27]=3)=[O:19])([C:14]([OH:16])=[O:15])[CH2:10][CH2:9]1)=[O:7])([CH3:4])[CH3:3].[Si](C=[N+]=[N-])(C)(C)[CH3:36]. Product: [CH:24]1[C:23]2[CH:22]([CH2:21][O:20][C:18]([NH:17][C:11]3([C:14]([O:16][CH3:36])=[O:15])[CH2:10][CH2:9][N:8]([C:6]([O:5][C:2]([CH3:1])([CH3:3])[CH3:4])=[O:7])[CH2:13][CH2:12]3)=[O:19])[C:34]3[C:29](=[CH:30][CH:31]=[CH:32][CH:33]=3)[C:28]=2[CH:27]=[CH:26][CH:25]=1. The catalyst class is: 5. (5) Reactant: [S:1]1[CH:5]=[CH:4][CH:3]=[C:2]1[S:6]([NH:9][C:10]1[CH:11]=[CH:12][CH:13]=[C:14]2[C:18]=1[NH:17][C:16]([C:19](=[S:21])[NH2:20])=[CH:15]2)(=[O:8])=[O:7].N[C:23]1[CH:28]=[CH:27][CH:26]=[CH:25][C:24]=1S.Cl.C(O)CO. Product: [S:21]1[C:24]2[CH:25]=[CH:26][CH:27]=[CH:28][C:23]=2[N:20]=[C:19]1[C:16]1[NH:17][C:18]2[C:14]([CH:15]=1)=[CH:13][CH:12]=[CH:11][C:10]=2[NH:9][S:6]([C:2]1[S:1][CH:5]=[CH:4][CH:3]=1)(=[O:7])=[O:8]. The catalyst class is: 6. (6) Reactant: [C:1](Cl)(=[O:8])[C:2]1[CH:7]=[CH:6][CH:5]=[CH:4][CH:3]=1.[NH2:10][C:11]1[O:12][C:13]2[CH:19]=[C:18]([N+:20]([O-:22])=[O:21])[CH:17]=[CH:16][C:14]=2[N:15]=1.O. Product: [N+:20]([C:18]1[CH:17]=[CH:16][C:14]2[N:15]=[C:11]([NH:10][C:1](=[O:8])[C:2]3[CH:7]=[CH:6][CH:5]=[CH:4][CH:3]=3)[O:12][C:13]=2[CH:19]=1)([O-:22])=[O:21]. The catalyst class is: 17. (7) Reactant: [CH2:1]([O:8][C:9](=[O:22])[NH:10][C:11]12[CH2:20][CH:15]3[CH2:16][CH:17]([CH2:19][CH:13]([C:14]3=O)[CH2:12]1)[CH2:18]2)[C:2]1[CH:7]=[CH:6][CH:5]=[CH:4][CH:3]=1.COC1C=CC(P2(SP(C3C=CC(OC)=CC=3)(=S)S2)=[S:32])=CC=1. Product: [CH2:1]([O:8][C:9](=[O:22])[NH:10][C:11]12[CH2:20][CH:15]3[CH2:16][CH:17]([CH2:19][CH:13]([C:14]3=[S:32])[CH2:12]1)[CH2:18]2)[C:2]1[CH:7]=[CH:6][CH:5]=[CH:4][CH:3]=1. The catalyst class is: 11. (8) Reactant: C[O:2][C:3](=[O:26])[C:4]1[CH:9]=[CH:8][CH:7]=[C:6]([S:10](=[O:25])(=[O:24])[NH:11][CH2:12][C:13]2([C:17]([O:19][C:20]([CH3:23])([CH3:22])[CH3:21])=[O:18])[CH2:16][CH2:15][CH2:14]2)[CH:5]=1.[OH-].[Na+]. Product: [C:20]([O:19][C:17]([C:13]1([CH2:12][NH:11][S:10]([C:6]2[CH:5]=[C:4]([CH:9]=[CH:8][CH:7]=2)[C:3]([OH:26])=[O:2])(=[O:25])=[O:24])[CH2:14][CH2:15][CH2:16]1)=[O:18])([CH3:23])([CH3:21])[CH3:22]. The catalyst class is: 1. (9) Reactant: [Br:1][C:2]1[C:3]([N:9]2[CH2:15][CH:14]([OH:16])[CH2:13][NH:12][CH2:11][CH2:10]2)=[N:4][C:5]([I:8])=[CH:6][CH:7]=1.[CH3:17][C:18]([O:21][C:22](O[C:22]([O:21][C:18]([CH3:20])([CH3:19])[CH3:17])=[O:23])=[O:23])([CH3:20])[CH3:19]. Product: [Br:1][C:2]1[C:3]([N:9]2[CH2:15][CH:14]([OH:16])[CH2:13][N:12]([C:22]([O:21][C:18]([CH3:20])([CH3:19])[CH3:17])=[O:23])[CH2:11][CH2:10]2)=[N:4][C:5]([I:8])=[CH:6][CH:7]=1. The catalyst class is: 5. (10) Reactant: [Cl:1][C:2]1[CH:7]=[CH:6][C:5]([O:8][C:9]2[CH:16]=[CH:15][C:14]([CH:17]=[O:18])=[CH:13][C:10]=2[C:11]#[N:12])=[CH:4][C:3]=1[C:19]([F:22])([F:21])[F:20].[BH4-].[Na+]. Product: [Cl:1][C:2]1[CH:7]=[CH:6][C:5]([O:8][C:9]2[CH:16]=[CH:15][C:14]([CH2:17][OH:18])=[CH:13][C:10]=2[C:11]#[N:12])=[CH:4][C:3]=1[C:19]([F:20])([F:21])[F:22]. The catalyst class is: 8.